This data is from Full USPTO retrosynthesis dataset with 1.9M reactions from patents (1976-2016). The task is: Predict the reactants needed to synthesize the given product. (1) Given the product [Br:1][C:2]1[CH:7]=[CH:6][C:5]([C:8]2[N:14]([CH2:15][C@@H:16]3[CH2:20][CH2:19][NH:18][CH2:17]3)[C:12](=[O:13])[NH:11][N:10]=2)=[CH:4][CH:3]=1, predict the reactants needed to synthesize it. The reactants are: [Br:1][C:2]1[CH:7]=[CH:6][C:5]([C:8]([NH:10][NH:11][C:12]([NH:14][CH2:15][C@@H:16]2[CH2:20][CH2:19][N:18](C(OC(C)(C)C)=O)[CH2:17]2)=[O:13])=O)=[CH:4][CH:3]=1.C([O-])([O-])=O.[K+].[K+]. (2) Given the product [CH3:1][C:2]1[CH:3]=[C:4]([CH:18]=[CH:19][C:20]=1[CH3:21])[CH2:5][CH:6]1[C:13]2[CH:12]=[C:11]([C:14]([OH:16])=[O:15])[NH:10][C:9]=2[CH2:8][CH2:7]1, predict the reactants needed to synthesize it. The reactants are: [CH3:1][C:2]1[CH:3]=[C:4]([CH:18]=[CH:19][C:20]=1[CH3:21])[CH2:5][CH:6]1[C:13]2[CH:12]=[C:11]([C:14]([O:16]C)=[O:15])[NH:10][C:9]=2[CH2:8][CH2:7]1.[OH-].[Li+].CO. (3) The reactants are: Cl[C:2]1[CH:3]=[C:4]([CH:30]=[CH:31][N:32]=1)[C:5]([N:7]1[CH2:12][CH2:11][C:10]2([CH2:17][CH2:16][N:15]([CH2:18][C:19]3[C:27]4[O:26][C:25]([CH3:29])([CH3:28])[CH2:24][C:23]=4[CH:22]=[CH:21][CH:20]=3)[CH2:14][CH2:13]2)[CH2:9][CH2:8]1)=[O:6].[NH:33]1[CH2:37][CH2:36][CH:35]([OH:38])[CH2:34]1. Given the product [CH3:29][C:25]1([CH3:28])[CH2:24][C:23]2[CH:22]=[CH:21][CH:20]=[C:19]([CH2:18][N:15]3[CH2:16][CH2:17][C:10]4([CH2:11][CH2:12][N:7]([C:5]([C:4]5[CH:30]=[CH:31][N:32]=[C:2]([N:33]6[CH2:37][CH2:36][CH:35]([OH:38])[CH2:34]6)[CH:3]=5)=[O:6])[CH2:8][CH2:9]4)[CH2:13][CH2:14]3)[C:27]=2[O:26]1, predict the reactants needed to synthesize it. (4) Given the product [ClH:1].[CH3:17][O:18][C:19]1[CH:32]=[C:31]([NH:33][C:14](=[O:16])[C:13]#[C:12][C:3]2[CH:4]=[CH:5][C:6]([C:8]([F:9])([F:10])[F:11])=[CH:7][C:2]=2[Cl:1])[CH:30]=[CH:29][C:20]=1[O:21][CH2:22][CH2:23][N:24]([CH2:27][CH3:28])[CH2:25][CH3:26], predict the reactants needed to synthesize it. The reactants are: [Cl:1][C:2]1[CH:7]=[C:6]([C:8]([F:11])([F:10])[F:9])[CH:5]=[CH:4][C:3]=1[C:12]#[C:13][C:14]([OH:16])=O.[CH3:17][O:18][C:19]1[CH:32]=[C:31]([NH2:33])[CH:30]=[CH:29][C:20]=1[O:21][CH2:22][CH2:23][N:24]([CH2:27][CH3:28])[CH2:25][CH3:26].